This data is from Forward reaction prediction with 1.9M reactions from USPTO patents (1976-2016). The task is: Predict the product of the given reaction. The product is: [C:18]12([C:16]([NH:15][C:7]3[S:8][C:9]4[CH2:10][O:11][CH2:12][CH2:13][C:14]=4[C:6]=3[C:4]([OH:5])=[O:3])=[O:17])[CH2:27][CH:22]3[CH2:21][CH:20]([CH2:26][CH:24]([CH2:23]3)[CH2:25]1)[CH2:19]2. Given the reactants C([O:3][C:4]([C:6]1[C:14]2[CH2:13][CH2:12][O:11][CH2:10][C:9]=2[S:8][C:7]=1[NH:15][C:16]([C:18]12[CH2:27][CH:22]3[CH2:23][CH:24]([CH2:26][CH:20]([CH2:21]3)[CH2:19]1)[CH2:25]2)=[O:17])=[O:5])C.[OH-].[K+].Cl, predict the reaction product.